From a dataset of Catalyst prediction with 721,799 reactions and 888 catalyst types from USPTO. Predict which catalyst facilitates the given reaction. Reactant: COC1C=CC(C[N:8](CC2C=CC(OC)=CC=2)[C:9]2[CH:10]=[C:11]3[C:22]4[CH:21]=[CH:20][C:19](OC[C@@H](NC(=O)OC(C)(C)C)CC(C)C)=[CH:18][C:17]=4[O:16][CH:15]([CH3:38])[C:12]3=[CH:13][N:14]=2)=CC=1.C(O)(C(F)(F)F)=O. Product: [CH3:38][CH:15]1[C:12]2=[CH:13][N:14]=[C:9]([NH2:8])[CH:10]=[C:11]2[C:22]2[CH:21]=[CH:20][CH:19]=[CH:18][C:17]=2[O:16]1. The catalyst class is: 4.